Dataset: Catalyst prediction with 721,799 reactions and 888 catalyst types from USPTO. Task: Predict which catalyst facilitates the given reaction. Reactant: [O:1]1[CH2:3][C@@H:2]1[C@@H:4]([NH:12][C:13](=[O:19])[O:14][C:15]([CH3:18])([CH3:17])[CH3:16])[CH2:5][C:6]1[CH:11]=[CH:10][CH:9]=[CH:8][CH:7]=1.[NH4+:20].[OH-]. Product: [NH2:20][CH2:3][C@@H:2]([OH:1])[C@@H:4]([NH:12][C:13](=[O:19])[O:14][C:15]([CH3:18])([CH3:17])[CH3:16])[CH2:5][C:6]1[CH:11]=[CH:10][CH:9]=[CH:8][CH:7]=1. The catalyst class is: 14.